This data is from Peptide-MHC class II binding affinity with 134,281 pairs from IEDB. The task is: Regression. Given a peptide amino acid sequence and an MHC pseudo amino acid sequence, predict their binding affinity value. This is MHC class II binding data. (1) The peptide sequence is VLNRKTFEREYPTIK. The MHC is DRB1_1301 with pseudo-sequence DRB1_1301. The binding affinity (normalized) is 0.706. (2) The peptide sequence is NHVIQSVRRLYPKIF. The MHC is DRB1_0401 with pseudo-sequence DRB1_0401. The binding affinity (normalized) is 0.368.